This data is from Full USPTO retrosynthesis dataset with 1.9M reactions from patents (1976-2016). The task is: Predict the reactants needed to synthesize the given product. (1) Given the product [CH2:1]1[C:9]2[C:4](=[CH:5][C:6]([NH2:10])=[CH:7][CH:8]=2)[CH2:3][O:2]1, predict the reactants needed to synthesize it. The reactants are: [CH2:1]1[C:9]2[C:4](=[CH:5][CH:6]=[CH:7][CH:8]=2)[CH2:3][O:2]1.[N+:10]([O-])([O-])=O.[K+].O.O.[Sn](Cl)(Cl)(Cl)Cl.[OH-].[Na+]. (2) Given the product [Cl:12][C:6]1[CH:7]=[C:8]([Cl:11])[CH:9]=[CH:10][C:5]=1[C:3](=[O:4])[CH2:2][S:13][C:14]#[N:15], predict the reactants needed to synthesize it. The reactants are: Br[CH2:2][C:3]([C:5]1[CH:10]=[CH:9][C:8]([Cl:11])=[CH:7][C:6]=1[Cl:12])=[O:4].[S-:13][C:14]#[N:15].[K+].O. (3) Given the product [CH3:1][NH:2][CH:24]1[CH2:25][CH2:26][N:21]([S:18]([CH3:17])(=[O:20])=[O:19])[CH2:22][CH2:23]1, predict the reactants needed to synthesize it. The reactants are: [CH3:1][NH2:2].[BH-](OC(C)=O)(OC(C)=O)OC(C)=O.[Na+].[CH3:17][S:18]([N:21]1[CH2:26][CH2:25][C:24](=O)[CH2:23][CH2:22]1)(=[O:20])=[O:19].[OH-].[Na+]. (4) The reactants are: [F:1][C:2]1[CH:7]=[CH:6][C:5]([F:8])=[CH:4][C:3]=1[C@H:9]1[CH2:13][CH2:12][CH2:11][N:10]1[C:14]1[CH:19]=[CH:18][N:17]2[N:20]=[CH:21][C:22]([C:23](O)=[O:24])=[C:16]2[N:15]=1.S(Cl)(Cl)=O.[NH2:30][C:31]1[C:36]([CH3:37])=[CH:35][CH:34]=[CH:33][N:32]=1. Given the product [F:1][C:2]1[CH:7]=[CH:6][C:5]([F:8])=[CH:4][C:3]=1[C@H:9]1[CH2:13][CH2:12][CH2:11][N:10]1[C:14]1[CH:19]=[CH:18][N:17]2[N:20]=[CH:21][C:22]([C:23]([NH:30][C:31]3[C:36]([CH3:37])=[CH:35][CH:34]=[CH:33][N:32]=3)=[O:24])=[C:16]2[N:15]=1, predict the reactants needed to synthesize it. (5) Given the product [Cl:35][C:36]1[CH:45]=[CH:44][C:43]2[C:38](=[C:39]([C:46]3[O:55][C:54]4[CH:53]=[CH:52][NH:51][C:50](=[O:56])[C:49]=4[N:48]=3)[CH:40]=[CH:41][CH:42]=2)[N:37]=1, predict the reactants needed to synthesize it. The reactants are: C1(P(C2C=CC=CC=2)C2C=CC=CC=2)C=CC=CC=1.ClC(Cl)(Cl)C(Cl)(Cl)Cl.CCN(CC)CC.[Cl:35][C:36]1[CH:45]=[CH:44][C:43]2[C:38](=[C:39]([C:46]([NH:48][C:49]3[C:50]([OH:56])=[N:51][CH:52]=[CH:53][C:54]=3[OH:55])=O)[CH:40]=[CH:41][CH:42]=2)[N:37]=1. (6) Given the product [CH3:20][C:12]1([N:5]2[C:4](=[O:21])[C:3]3[C:7](=[CH:8][CH:9]=[CH:10][C:2]=3[NH:1][C:22](=[O:27])[CH2:23][CH2:24][CH2:25][CH3:26])[C:6]2=[O:11])[CH2:17][CH2:16][C:15](=[O:18])[NH:14][C:13]1=[O:19], predict the reactants needed to synthesize it. The reactants are: [NH2:1][C:2]1[CH:10]=[CH:9][CH:8]=[C:7]2[C:3]=1[C:4](=[O:21])[N:5]([C:12]1([CH3:20])[CH2:17][CH2:16][C:15](=[O:18])[NH:14][C:13]1=[O:19])[C:6]2=[O:11].[C:22](Cl)(=[O:27])[CH2:23][CH2:24][CH2:25][CH3:26].CO. (7) Given the product [NH:6]1[CH:7]=[CH:8][N:9]=[C:5]1[CH2:4][NH:3][C:17](=[O:19])[CH3:18], predict the reactants needed to synthesize it. The reactants are: Cl.Cl.[NH2:3][CH2:4][C:5]1[NH:6][CH:7]=[CH:8][N:9]=1.CN(C)C=O.[H-].[Na+].[C:17](OC(=O)C)(=[O:19])[CH3:18]. (8) Given the product [NH2:25][C:20]1[N:19]=[C:18]([NH:17][CH2:16][C:15]([N:14]([CH:11]2[CH2:12][CH2:13][N:8]([CH2:1][C:2]3[CH:3]=[CH:4][CH:5]=[CH:6][CH:7]=3)[CH2:9][CH2:10]2)[CH3:36])=[O:35])[C:23]([CH3:24])=[CH:22][N:21]=1.[C:64]([OH:71])(=[O:70])/[CH:65]=[CH:66]\[C:67]([OH:69])=[O:68].[NH2:37][C:38]1[N:43]=[C:42]([NH:44][CH2:45][C:46]([N:48]([CH:50]2[CH2:55][CH2:54][N:53]([CH2:56][C:57]3[CH:58]=[CH:59][CH:60]=[CH:61][CH:62]=3)[CH2:52][CH2:51]2)[CH3:49])=[O:47])[C:41]([CH3:63])=[CH:40][N:39]=1, predict the reactants needed to synthesize it. The reactants are: [CH2:1]([N:8]1[CH2:13][CH2:12][CH:11]([N:14]([CH3:36])[C:15](=[O:35])[CH2:16][NH:17][C:18]2[C:23]([CH3:24])=[CH:22][N:21]=[C:20]([NH:25]CC3C=CC(OC)=CC=3)[N:19]=2)[CH2:10][CH2:9]1)[C:2]1[CH:7]=[CH:6][CH:5]=[CH:4][CH:3]=1.[NH2:37][C:38]1[N:43]=[C:42]([NH:44][CH2:45][C:46]([N:48]([CH:50]2[CH2:55][CH2:54][N:53]([CH2:56][C:57]3[CH:62]=[CH:61][CH:60]=[CH:59][CH:58]=3)[CH2:52][CH2:51]2)[CH3:49])=[O:47])[C:41]([CH3:63])=[CH:40][N:39]=1.[C:64]([OH:71])(=[O:70])/[CH:65]=[CH:66]\[C:67]([OH:69])=[O:68]. (9) The reactants are: [N:1]([CH:4]([C:15]1[CH:20]=[CH:19][C:18]([O:21][CH3:22])=[CH:17][CH:16]=1)[C:5]([C:7]1[CH:8]=[N:9][C:10]([O:13][CH3:14])=[CH:11][CH:12]=1)=[O:6])=[N+]=[N-].[ClH:23]. Given the product [ClH:23].[NH2:1][CH:4]([C:15]1[CH:16]=[CH:17][C:18]([O:21][CH3:22])=[CH:19][CH:20]=1)[C:5]([C:7]1[CH:8]=[N:9][C:10]([O:13][CH3:14])=[CH:11][CH:12]=1)=[O:6], predict the reactants needed to synthesize it.